This data is from Catalyst prediction with 721,799 reactions and 888 catalyst types from USPTO. The task is: Predict which catalyst facilitates the given reaction. (1) Product: [ClH:1].[Cl:1][C:2]1[CH:3]=[C:4]2[C:8](=[CH:9][CH:10]=1)[N:7]([CH2:11][CH:12]([CH3:14])[CH3:13])[CH:6]=[C:5]2[C:15]1[O:16][CH:17]=[C:18]([C:20]2[NH:30][C:23]3[CH:28]=[CH:27][CH:26]=[CH:25][C:24]=3[N:29]=2)[N:19]=1. Reactant: [Cl:1][C:2]1[CH:3]=[C:4]2[C:8](=[CH:9][CH:10]=1)[N:7]([CH2:11][CH:12]([CH3:14])[CH3:13])[CH:6]=[C:5]2[C:15]1[O:16][CH:17]=[C:18]([C:20](O)=O)[N:19]=1.[C:23]1([NH2:30])[CH:28]=[CH:27][CH:26]=[CH:25][C:24]=1[NH2:29]. The catalyst class is: 265. (2) Reactant: [NH4+].[N:2]#[C:3][S-:4].[NH2:5][C:6]1[CH:11]=[CH:10][CH:9]=[C:8]([CH3:12])[CH:7]=1. Product: [CH3:12][C:8]1[CH:7]=[C:6]([NH:5][C:3]([NH2:2])=[S:4])[CH:11]=[CH:10][CH:9]=1. The catalyst class is: 126. (3) Reactant: [F:1][C:2]([F:24])([F:23])[S:3]([NH:6][C:7]1[CH:8]=[C:9]([C:13]2[O:17][C:16]([C:18](OCC)=[O:19])=[N:15][N:14]=2)[CH:10]=[CH:11][CH:12]=1)(=[O:5])=[O:4].[O:25]([C:32]1[CH:39]=[CH:38][C:35]([CH2:36][NH2:37])=[CH:34][CH:33]=1)[C:26]1[CH:31]=[CH:30][CH:29]=[CH:28][CH:27]=1. Product: [O:25]([C:32]1[CH:33]=[CH:34][C:35]([CH2:36][NH:37][C:18]([C:16]2[O:17][C:13]([C:9]3[CH:10]=[CH:11][CH:12]=[C:7]([NH:6][S:3]([C:2]([F:23])([F:24])[F:1])(=[O:5])=[O:4])[CH:8]=3)=[N:14][N:15]=2)=[O:19])=[CH:38][CH:39]=1)[C:26]1[CH:27]=[CH:28][CH:29]=[CH:30][CH:31]=1. The catalyst class is: 8. (4) Reactant: [NH2:1][C@H:2]1[CH2:7][CH2:6][C@H:5]([CH2:8][NH:9][C:10]2[N:15]=[C:14]([N:16]3[C:20]4[CH:21]=[CH:22][CH:23]=[CH:24][C:19]=4[N:18]=[C:17]3[CH:25]([F:27])[F:26])[CH:13]=[C:12]([N:28]3[CH2:33][CH2:32][O:31][CH2:30][CH2:29]3)[N:11]=2)[CH2:4][CH2:3]1.[F:34][CH2:35][CH:36]1[CH2:38][O:37]1.C(N(C(C)C)CC)(C)C.O. Product: [F:27][CH:25]([F:26])[C:17]1[N:16]([C:14]2[CH:13]=[C:12]([N:28]3[CH2:29][CH2:30][O:31][CH2:32][CH2:33]3)[N:11]=[C:10]([NH:9][CH2:8][C@H:5]3[CH2:6][CH2:7][C@H:2]([NH:1][CH2:38][CH:36]([OH:37])[CH2:35][F:34])[CH2:3][CH2:4]3)[N:15]=2)[C:20]2[CH:21]=[CH:22][CH:23]=[CH:24][C:19]=2[N:18]=1. The catalyst class is: 8. (5) Reactant: [O:1]=[C:2]1[CH2:11][C:10]2[CH:9]=[C:8]([NH:12]C(=O)OC(C)(C)C)[CH:7]=[CH:6][C:5]=2[CH2:4][CH2:3]1.[BH4-].[Na+].O. Product: [NH2:12][C:8]1[CH:9]=[C:10]2[C:5]([CH2:4][CH2:3][CH:2]([OH:1])[CH2:11]2)=[CH:6][CH:7]=1. The catalyst class is: 5.